Regression. Given two drug SMILES strings and cell line genomic features, predict the synergy score measuring deviation from expected non-interaction effect. From a dataset of NCI-60 drug combinations with 297,098 pairs across 59 cell lines. Drug 1: CC12CCC(CC1=CCC3C2CCC4(C3CC=C4C5=CN=CC=C5)C)O. Drug 2: CC1C(C(=O)NC(C(=O)N2CCCC2C(=O)N(CC(=O)N(C(C(=O)O1)C(C)C)C)C)C(C)C)NC(=O)C3=C4C(=C(C=C3)C)OC5=C(C(=O)C(=C(C5=N4)C(=O)NC6C(OC(=O)C(N(C(=O)CN(C(=O)C7CCCN7C(=O)C(NC6=O)C(C)C)C)C)C(C)C)C)N)C. Cell line: MCF7. Synergy scores: CSS=15.8, Synergy_ZIP=23.6, Synergy_Bliss=24.8, Synergy_Loewe=23.9, Synergy_HSA=23.7.